Dataset: NCI-60 drug combinations with 297,098 pairs across 59 cell lines. Task: Regression. Given two drug SMILES strings and cell line genomic features, predict the synergy score measuring deviation from expected non-interaction effect. (1) Drug 1: CCC1(CC2CC(C3=C(CCN(C2)C1)C4=CC=CC=C4N3)(C5=C(C=C6C(=C5)C78CCN9C7C(C=CC9)(C(C(C8N6C=O)(C(=O)OC)O)OC(=O)C)CC)OC)C(=O)OC)O.OS(=O)(=O)O. Drug 2: C1CNP(=O)(OC1)N(CCCl)CCCl. Cell line: LOX IMVI. Synergy scores: CSS=-1.69, Synergy_ZIP=0.520, Synergy_Bliss=-3.45, Synergy_Loewe=-2.14, Synergy_HSA=-4.32. (2) Drug 1: CC(C)(C#N)C1=CC(=CC(=C1)CN2C=NC=N2)C(C)(C)C#N. Drug 2: CCN(CC)CCCC(C)NC1=C2C=C(C=CC2=NC3=C1C=CC(=C3)Cl)OC. Cell line: EKVX. Synergy scores: CSS=10.0, Synergy_ZIP=-4.14, Synergy_Bliss=-3.86, Synergy_Loewe=-6.49, Synergy_HSA=-7.28. (3) Drug 1: C1CN1P(=S)(N2CC2)N3CC3. Drug 2: CS(=O)(=O)CCNCC1=CC=C(O1)C2=CC3=C(C=C2)N=CN=C3NC4=CC(=C(C=C4)OCC5=CC(=CC=C5)F)Cl. Cell line: SF-295. Synergy scores: CSS=17.7, Synergy_ZIP=-4.56, Synergy_Bliss=-3.15, Synergy_Loewe=-4.33, Synergy_HSA=-3.98. (4) Drug 1: C1CN1P(=S)(N2CC2)N3CC3. Drug 2: CC1C(C(CC(O1)OC2CC(CC3=C2C(=C4C(=C3O)C(=O)C5=C(C4=O)C(=CC=C5)OC)O)(C(=O)CO)O)N)O.Cl. Cell line: SF-539. Synergy scores: CSS=49.4, Synergy_ZIP=-6.14, Synergy_Bliss=-2.19, Synergy_Loewe=-1.11, Synergy_HSA=1.16. (5) Drug 1: CC1OCC2C(O1)C(C(C(O2)OC3C4COC(=O)C4C(C5=CC6=C(C=C35)OCO6)C7=CC(=C(C(=C7)OC)O)OC)O)O. Drug 2: C1CCC(CC1)NC(=O)N(CCCl)N=O. Cell line: CCRF-CEM. Synergy scores: CSS=56.5, Synergy_ZIP=0.317, Synergy_Bliss=0.191, Synergy_Loewe=-5.33, Synergy_HSA=2.91. (6) Drug 1: C1=C(C(=O)NC(=O)N1)F. Drug 2: CC(C)(C#N)C1=CC(=CC(=C1)CN2C=NC=N2)C(C)(C)C#N. Cell line: EKVX. Synergy scores: CSS=25.4, Synergy_ZIP=1.24, Synergy_Bliss=-3.11, Synergy_Loewe=-2.06, Synergy_HSA=-2.41.